Dataset: Catalyst prediction with 721,799 reactions and 888 catalyst types from USPTO. Task: Predict which catalyst facilitates the given reaction. (1) Reactant: [CH:1]([C:3]1[CH:12]=[CH:11][C:10]2[CH2:9][CH2:8][CH2:7][CH2:6][C:5]=2[N:4]=1)=[CH2:2].[N+](=[CH:15][C:16]([O:18][CH2:19][CH3:20])=[O:17])=[N-]. Product: [N:4]1[C:5]2[CH2:6][CH2:7][CH2:8][CH2:9][C:10]=2[CH:11]=[CH:12][C:3]=1[CH:1]1[CH2:2][CH:15]1[C:16]([O:18][CH2:19][CH3:20])=[O:17]. The catalyst class is: 11. (2) Product: [CH3:33][O:32][C:22]1[CH:21]=[C:20]([O:8][CH2:7][C:6]2[C:2]([CH3:1])=[N:3][N:4]([C:9]3[CH:14]=[CH:13][C:12]([C:15]([F:18])([F:16])[F:17])=[CH:11][N:10]=3)[CH:5]=2)[CH:25]=[CH:24][C:23]=1[CH2:26][CH2:27][C:28]([OH:30])=[O:29]. The catalyst class is: 359. Reactant: [CH3:1][C:2]1[C:6]([CH2:7][OH:8])=[CH:5][N:4]([C:9]2[CH:14]=[CH:13][C:12]([C:15]([F:18])([F:17])[F:16])=[CH:11][N:10]=2)[N:3]=1.O[C:20]1[CH:25]=[CH:24][C:23]([CH2:26][CH2:27][C:28]([O:30]C)=[O:29])=[C:22]([O:32][CH3:33])[CH:21]=1.C1(P(C2C=CC=CC=2)C2C=CC=CC=2)C=CC=CC=1.N(C(OCC)=O)=NC(OCC)=O. (3) Reactant: [F:1][C:2]1[C:3]([C:9]2[N:18]=[C:17]([N:19]3[CH2:24][CH2:23][NH:22][CH2:21][CH2:20]3)[C:16]3[C:11](=[CH:12][C:13]([CH3:25])=[CH:14][CH:15]=3)[N:10]=2)=[C:4]([OH:8])[CH:5]=[CH:6][CH:7]=1.N1([C:31]([O:33][CH2:34][C:35]2[CH:40]=[CH:39][N:38]=[CH:37][CH:36]=2)=[O:32])C=CN=C1.C(N(CC)CC)C. Product: [F:1][C:2]1[CH:7]=[CH:6][CH:5]=[C:4]([OH:8])[C:3]=1[C:9]1[N:18]=[C:17]([N:19]2[CH2:24][CH2:23][N:22]([C:31]([O:33][CH2:34][C:35]3[CH:40]=[CH:39][N:38]=[CH:37][CH:36]=3)=[O:32])[CH2:21][CH2:20]2)[C:16]2[C:11](=[CH:12][C:13]([CH3:25])=[CH:14][CH:15]=2)[N:10]=1. The catalyst class is: 16.